This data is from Reaction yield outcomes from USPTO patents with 853,638 reactions. The task is: Predict the reaction yield, written as a fraction of the theoretical maximum amount of product (1.0 means a 100% yield; for example, 0.34 means a 34% yield). (1) The reactants are [NH2:1][C:2]1[CH:11]=[CH:10][CH:9]=[C:8]2[C:3]=1[CH:4]=[CH:5][N:6]=[CH:7]2.[Cl-].[Cl-].[Cl-].[Al+3].[Br:16]Br.[OH-].[Na+]. The catalyst is C(OCC)(=O)C. The product is [Br:16][C:9]1[C:8]2[CH:7]=[N:6][CH:5]=[CH:4][C:3]=2[C:2]([NH2:1])=[CH:11][CH:10]=1. The yield is 0.350. (2) The reactants are [CH:1]([C:3]1[CH:8]=[CH:7][C:6]([N:9]([CH3:14])[CH2:10][CH2:11][C:12]#[N:13])=[CH:5][CH:4]=1)=O.[C:15]([NH:18][NH2:19])([NH2:17])=[NH:16].[ClH:20]. No catalyst specified. The product is [ClH:20].[CH3:14][N:9]([CH2:10][CH2:11][C:12]#[N:13])[C:6]1[CH:7]=[CH:8][C:3]([CH:1]=[N:19][NH:18][C:15]([NH2:17])=[NH:16])=[CH:4][CH:5]=1. The yield is 0.910. (3) The reactants are B(Br)(Br)Br.[Cl:5][C:6]1[CH:11]=[CH:10][C:9]([CH:12]([C:26]2[CH:31]=[CH:30][CH:29]=[CH:28][CH:27]=2)[NH:13][C:14](=[O:25])[CH2:15][C:16]2[CH:21]=[CH:20][C:19]([O:22]C)=[C:18]([CH3:24])[CH:17]=2)=[C:8]([CH3:32])[CH:7]=1. The catalyst is C(Cl)Cl. The product is [Cl:5][C:6]1[CH:11]=[CH:10][C:9]([CH:12]([C:26]2[CH:27]=[CH:28][CH:29]=[CH:30][CH:31]=2)[NH:13][C:14](=[O:25])[CH2:15][C:16]2[CH:21]=[CH:20][C:19]([OH:22])=[C:18]([CH3:24])[CH:17]=2)=[C:8]([CH3:32])[CH:7]=1. The yield is 0.890. (4) The reactants are [CH2:1]([O:8][C:9]([NH:11][CH:12]([CH2:16][CH:17]([CH3:19])[CH3:18])[C:13]([OH:15])=O)=[O:10])[C:2]1[CH:7]=[CH:6][CH:5]=[CH:4][CH:3]=1.[NH2:20][C:21]1[CH:22]=[CH:23][C:24]([OH:31])=[C:25]([CH:30]=1)[C:26]([O:28][CH3:29])=[O:27].CCN(CC)CC.CN(C(ON1N=NC2C=CC=NC1=2)=[N+](C)C)C.F[P-](F)(F)(F)(F)F. The catalyst is CC#N. The product is [CH2:1]([O:8][C:9]([NH:11][CH:12]([CH2:16][CH:17]([CH3:19])[CH3:18])[C:13]([NH:20][C:21]1[CH:22]=[CH:23][C:24]([OH:31])=[C:25]([CH:30]=1)[C:26]([O:28][CH3:29])=[O:27])=[O:15])=[O:10])[C:2]1[CH:3]=[CH:4][CH:5]=[CH:6][CH:7]=1. The yield is 0.518.